Dataset: Full USPTO retrosynthesis dataset with 1.9M reactions from patents (1976-2016). Task: Predict the reactants needed to synthesize the given product. (1) Given the product [O:10]=[C:9]1[CH2:8][CH2:7][S:6][CH:5]1[C:4]([O:3][CH3:2])=[O:13], predict the reactants needed to synthesize it. The reactants are: [Li].[CH3:2][O:3][C:4](=[O:13])[CH2:5][S:6][CH2:7][CH2:8][C:9](OC)=[O:10]. (2) Given the product [NH:13]1[C:14]2[CH:19]=[CH:18][CH:17]=[CH:16][C:15]=2[N:11]=[C:12]1[CH:8]([NH:9][C:10]([NH:28][CH:23]1[CH2:27][CH2:26][CH2:25][CH2:24]1)=[O:20])[CH2:7][C:6]1[CH:5]=[CH:4][C:3]([O:2][CH3:1])=[CH:22][CH:21]=1, predict the reactants needed to synthesize it. The reactants are: [CH3:1][O:2][C:3]1[CH:22]=[CH:21][C:6]([CH2:7][CH:8]2[C:12]3=[N:13][C:14]4[CH:19]=[CH:18][CH:17]=[CH:16][C:15]=4[N:11]3[C:10](=[O:20])[NH:9]2)=[CH:5][CH:4]=1.[CH:23]1([NH2:28])[CH2:27][CH2:26][CH2:25][CH2:24]1.C(O)(C(F)(F)F)=O. (3) Given the product [CH2:3]([C:35]1[N:36]=[N+:37]([O-:38])[C:32]2[CH:31]=[C:30]3[C:41]([CH2:42][CH:28]([CH2:27][O:26][Si:19]([C:22]([CH3:25])([CH3:24])[CH3:23])([CH3:21])[CH3:20])[CH2:29]3)=[CH:40][C:33]=2[N:34]=1)[CH:2]=[CH2:1], predict the reactants needed to synthesize it. The reactants are: [CH2:1]([Sn](CCCC)(CCCC)CCCC)[CH:2]=[CH2:3].N#N.[Si:19]([O:26][CH2:27][CH:28]1[CH2:42][C:41]2[C:30](=[CH:31][C:32]3[N+:37]([O-:38])=[N:36][C:35](I)=[N:34][C:33]=3[CH:40]=2)[CH2:29]1)([C:22]([CH3:25])([CH3:24])[CH3:23])([CH3:21])[CH3:20]. (4) Given the product [Cl:1][C:2]1[CH:3]=[C:4]([C:12]2[O:16][N:15]=[C:14]([C:17]3[CH:18]=[CH:19][C:20]([CH2:23][N:50]4[CH2:53][CH:52]([C:54]([O:56][CH3:57])=[O:55])[CH2:51]4)=[N:21][CH:22]=3)[N:13]=2)[CH:5]=[CH:6][C:7]=1[CH2:8][CH:9]([CH3:11])[CH3:10], predict the reactants needed to synthesize it. The reactants are: [Cl:1][C:2]1[CH:3]=[C:4]([C:12]2[O:16][N:15]=[C:14]([C:17]3[CH:18]=[CH:19][C:20]([CH2:23]O)=[N:21][CH:22]=3)[N:13]=2)[CH:5]=[CH:6][C:7]=1[CH2:8][CH:9]([CH3:11])[CH3:10].C(Br)(Br)(Br)Br.C1(P(C2C=CC=CC=2)C2C=CC=CC=2)C=CC=CC=1.Cl.[NH:50]1[CH2:53][CH:52]([C:54]([O:56][CH3:57])=[O:55])[CH2:51]1.C(N(CC)C(C)C)(C)C. (5) Given the product [C:1]([C:3]1[C:4]([N:15]2[CH2:16][CH2:17][CH:18]([C:21](=[O:23])[NH:35][S:32]([CH2:31][C:26]3[CH:27]=[CH:28][CH:29]=[CH:30][C:25]=3[F:24])(=[O:34])=[O:33])[CH2:19][CH2:20]2)=[N:5][C:6]([CH3:14])=[C:7]([CH:8]=1)[C:9]([O:11][CH2:12][CH3:13])=[O:10])#[N:2], predict the reactants needed to synthesize it. The reactants are: [C:1]([C:3]1[C:4]([N:15]2[CH2:20][CH2:19][CH:18]([C:21]([OH:23])=O)[CH2:17][CH2:16]2)=[N:5][C:6]([CH3:14])=[C:7]([C:9]([O:11][CH2:12][CH3:13])=[O:10])[CH:8]=1)#[N:2].[F:24][C:25]1[CH:30]=[CH:29][CH:28]=[CH:27][C:26]=1[CH2:31][S:32]([NH2:35])(=[O:34])=[O:33]. (6) The reactants are: C([O:3][C:4](=[O:14])[CH2:5][O:6][C:7]1[CH:12]=[CH:11][CH:10]=[C:9]([I:13])[CH:8]=1)C.O[Li].O. Given the product [I:13][C:9]1[CH:8]=[C:7]([CH:12]=[CH:11][CH:10]=1)[O:6][CH2:5][C:4]([OH:14])=[O:3], predict the reactants needed to synthesize it.